From a dataset of Full USPTO retrosynthesis dataset with 1.9M reactions from patents (1976-2016). Predict the reactants needed to synthesize the given product. (1) Given the product [CH3:32][C:31]1[N:25]2[CH:26]=[CH:27][CH:28]=[C:29]([CH3:30])[C:24]2=[N:23][C:22]=1[NH:8][S:9]([C:12]1[CH:21]=[CH:20][C:15]([C:16]([O:18][CH3:19])=[O:17])=[CH:14][CH:13]=1)(=[O:11])=[O:10], predict the reactants needed to synthesize it. The reactants are: C(OC([N:8]([C:22]1[N:23]=[C:24]2[C:29]([CH3:30])=[CH:28][CH:27]=[CH:26][N:25]2[C:31]=1[CH3:32])[S:9]([C:12]1[CH:21]=[CH:20][C:15]([C:16]([O:18][CH3:19])=[O:17])=[CH:14][CH:13]=1)(=[O:11])=[O:10])=O)(C)(C)C.Cl. (2) Given the product [Cl:28][C:29]1[CH:30]=[C:31]([S:36]([NH:1][C:2]2[C:3]([C:9]([C:11]3[C:12]([CH3:18])=[N:13][CH:14]=[CH:15][C:16]=3[CH3:17])=[O:10])=[N:4][CH:5]=[C:6]([Cl:8])[CH:7]=2)(=[O:37])=[O:38])[CH:32]=[CH:33][C:34]=1[Cl:35], predict the reactants needed to synthesize it. The reactants are: [NH2:1][C:2]1[C:3]([C:9]([C:11]2[C:12]([CH3:18])=[N:13][CH:14]=[CH:15][C:16]=2[CH3:17])=[O:10])=[N:4][CH:5]=[C:6]([Cl:8])[CH:7]=1.CN(C1C=CC=CN=1)C.[Cl:28][C:29]1[CH:30]=[C:31]([S:36](Cl)(=[O:38])=[O:37])[CH:32]=[CH:33][C:34]=1[Cl:35]. (3) Given the product [F:1][C:2]1[CH:10]=[CH:9][C:8]([N:11]([CH3:20])[S:12]([C:15]2[S:16][CH:17]=[CH:18][CH:19]=2)(=[O:14])=[O:13])=[C:7]2[C:3]=1[CH:4]=[C:5]([C:24]([NH2:28])=[O:26])[N:6]2[CH2:21][O:22][CH3:23], predict the reactants needed to synthesize it. The reactants are: [F:1][C:2]1[CH:10]=[CH:9][C:8]([N:11]([CH3:20])[S:12]([C:15]2[S:16][CH:17]=[CH:18][CH:19]=2)(=[O:14])=[O:13])=[C:7]2[C:3]=1[CH:4]=[C:5]([C:24]([OH:26])=O)[N:6]2[CH2:21][O:22][CH3:23].C[N:28](C)C=O.Cl.CN(C)CCCN=C=NCC. (4) Given the product [Cl:1][C:2]1[CH:3]=[CH:4][C:5]([C:6]([O:8][CH2:9][C@@H:10]2[C@@H:14]([O:15][C:16](=[O:24])[C:17]3[CH:22]=[CH:21][C:20]([Cl:23])=[CH:19][CH:18]=3)[C@:13]([F:26])([CH3:25])[C@H:12]([OH:27])[O:11]2)=[O:7])=[CH:28][CH:29]=1, predict the reactants needed to synthesize it. The reactants are: [Cl:1][C:2]1[CH:29]=[CH:28][C:5]([C:6]([O:8][CH2:9][C@@H:10]2[C@@H:14]([O:15][C:16](=[O:24])[C:17]3[CH:22]=[CH:21][C:20]([Cl:23])=[CH:19][CH:18]=3)[C@:13]([F:26])([CH3:25])[C:12](=[O:27])[O:11]2)=[O:7])=[CH:4][CH:3]=1.C(O[AlH-](OC(C)(C)C)OC(C)(C)C)(C)(C)C.[Li+].C(OCC)(=O)C.[Cl-].[NH4+].